Task: Predict the product of the given reaction.. Dataset: Forward reaction prediction with 1.9M reactions from USPTO patents (1976-2016) (1) Given the reactants [CH3:1][N:2]([CH:10]1[CH2:14][CH2:13][NH:12][CH2:11]1)[C:3](=[O:9])[O:4][C:5]([CH3:8])([CH3:7])[CH3:6].C(N(CC)CC)C.Cl[C:23]1[CH:28]=[CH:27][C:26]([N+:29]([O-])=O)=[CH:25][N:24]=1, predict the reaction product. The product is: [NH2:29][C:26]1[CH:27]=[CH:28][C:23]([N:12]2[CH2:13][CH2:14][CH:10]([N:2]([CH3:1])[C:3](=[O:9])[O:4][C:5]([CH3:8])([CH3:6])[CH3:7])[CH2:11]2)=[N:24][CH:25]=1. (2) Given the reactants C(O[C:4](=[O:19])[CH2:5][C:6]([CH:8]1[CH2:11][N:10]([C:12]([O:14][C:15]([CH3:18])([CH3:17])[CH3:16])=[O:13])[CH2:9]1)=O)C.Cl.[CH:21]1([C:26]([NH2:28])=[NH:27])[CH2:25][CH2:24][CH2:23][CH2:22]1.C[O-].[Na+], predict the reaction product. The product is: [CH:21]1([C:26]2[N:28]=[C:6]([CH:8]3[CH2:9][N:10]([C:12]([O:14][C:15]([CH3:16])([CH3:17])[CH3:18])=[O:13])[CH2:11]3)[CH:5]=[C:4]([OH:19])[N:27]=2)[CH2:25][CH2:24][CH2:23][CH2:22]1. (3) Given the reactants [CH3:1][N:2]([CH2:4][C:5]([N:7]1[CH2:12][CH2:11][CH:10]([O:13][C:14]2[CH:15]=[C:16]3[C:21](=[CH:22][CH:23]=2)[N:20]=[CH:19][N:18]=[C:17]3[NH:24][C:25]2[CH:30]=[CH:29][C:28]([OH:31])=[CH:27][CH:26]=2)[CH2:9][CH2:8]1)=[O:6])[CH3:3].[F:32][C:33]1[CH:34]=[C:35]([CH:38]=[CH:39][CH:40]=1)[CH2:36]O.C1(P(C2C=CC=CC=2)C2C=CC=CC=2)C=CC=CC=1, predict the reaction product. The product is: [CH3:3][N:2]([CH2:4][C:5]([N:7]1[CH2:12][CH2:11][CH:10]([O:13][C:14]2[CH:15]=[C:16]3[C:21](=[CH:22][CH:23]=2)[N:20]=[CH:19][N:18]=[C:17]3[NH:24][C:25]2[CH:26]=[CH:27][C:28]([O:31][CH2:36][C:35]3[CH:38]=[CH:39][CH:40]=[C:33]([F:32])[CH:34]=3)=[CH:29][CH:30]=2)[CH2:9][CH2:8]1)=[O:6])[CH3:1]. (4) Given the reactants C(=O)([O-])[O-].[K+].[K+].Br[C:8]1[CH:9]=[N:10][CH:11]=[CH:12][CH:13]=1.C1(P(C2C=CC=CC=2)C2C=CC=CC=2)C=CC=CC=1.[CH2:33]([OH:36])[C:34]#[CH:35], predict the reaction product. The product is: [N:10]1[CH:11]=[CH:12][CH:13]=[C:8]([C:35]#[C:34][CH2:33][OH:36])[CH:9]=1. (5) Given the reactants [Br:1][C:2]1[N:18]=[C:5]2[N:6]=[C:7]([Cl:17])[C:8]([C:11]3[CH:16]=[CH:15][CH:14]=[CH:13][CH:12]=3)=[C:9](Br)[N:4]2[N:3]=1.CO.C1COCC1, predict the reaction product. The product is: [Br:1][C:2]1[N:18]=[C:5]2[N:6]=[C:7]([Cl:17])[C:8]([C:11]3[CH:16]=[CH:15][CH:14]=[CH:13][CH:12]=3)=[CH:9][N:4]2[N:3]=1. (6) Given the reactants [H-].[Na+].Br[C:4]1[CH:5]=[C:6]([CH:27]=[CH:28][N:29]=1)[C:7]([NH:9][C:10]1[S:11][C:12]2[C:18]([CH:19]3[CH2:24][O:23][CH2:22][CH2:21][O:20]3)=[CH:17][CH:16]=[C:15]([O:25][CH3:26])[C:13]=2[N:14]=1)=[O:8].[CH3:30][O:31][CH2:32][CH2:33][OH:34].C(Cl)(Cl)Cl, predict the reaction product. The product is: [O:20]1[CH2:21][CH2:22][O:23][CH2:24][CH:19]1[C:18]1[C:12]2[S:11][C:10]([NH:9][C:7](=[O:8])[C:6]3[CH:27]=[CH:28][N:29]=[C:4]([O:34][CH2:33][CH2:32][O:31][CH3:30])[CH:5]=3)=[N:14][C:13]=2[C:15]([O:25][CH3:26])=[CH:16][CH:17]=1. (7) Given the reactants [CH3:1][C:2]1[N:3]=[N:4][C:5]2[CH:6]=[CH:7][CH:8]=[C:9]([NH2:12])[C:10]=2[CH:11]=1.[F:13][C:14]([F:26])([F:25])[C:15]1[CH:24]=[CH:23][C:18]([CH2:19][N:20]=[C:21]=[O:22])=[CH:17][CH:16]=1, predict the reaction product. The product is: [CH3:1][C:2]1[N:3]=[N:4][C:5]2[C:10]([CH:11]=1)=[C:9]([NH:12][C:21]([NH:20][CH2:19][C:18]1[CH:17]=[CH:16][C:15]([C:14]([F:13])([F:26])[F:25])=[CH:24][CH:23]=1)=[O:22])[CH:8]=[CH:7][CH:6]=2. (8) Given the reactants [CH3:1][N:2]([CH:10]1[CH2:15][CH2:14][NH:13][CH2:12][CH2:11]1)[C:3](=[O:9])[O:4][C:5]([CH3:8])([CH3:7])[CH3:6].Cl[C:17]1[N:22]=[N:21][C:20]([C:23]#[N:24])=[CH:19][CH:18]=1.CCN(CC)CC, predict the reaction product. The product is: [C:23]([C:20]1[N:21]=[N:22][C:17]([N:13]2[CH2:12][CH2:11][CH:10]([N:2]([CH3:1])[C:3](=[O:9])[O:4][C:5]([CH3:8])([CH3:6])[CH3:7])[CH2:15][CH2:14]2)=[CH:18][CH:19]=1)#[N:24]. (9) The product is: [NH2:8][CH2:9][CH2:10][C:11]1[C:20](=[O:21])[C:19]2[C:14]([C:13](=[O:22])[CH:12]=1)=[CH:15][CH:16]=[CH:17][CH:18]=2. Given the reactants C(OC([NH:8][CH2:9][CH2:10][C:11]1[C:20](=[O:21])[C:19]2[C:14](=[CH:15][CH:16]=[CH:17][CH:18]=2)[C:13](=[O:22])[CH:12]=1)=O)(C)(C)C.C(Cl)Cl.C(O)(C(F)(F)F)=O.Cl, predict the reaction product.